Task: Predict the reaction yield, written as a fraction of the theoretical maximum amount of product (1.0 means a 100% yield; for example, 0.34 means a 34% yield).. Dataset: Reaction yield outcomes from USPTO patents with 853,638 reactions (1) The reactants are [C:1]1([Mg]Br)[CH:6]=[CH:5][CH:4]=[CH:3][CH:2]=1.[N:9]12[CH2:16][CH2:15][CH:12]([CH2:13][CH2:14]1)[C@@H:11]([O:17][C:18](=[O:26])[C:19](=[O:25])[C:20]1[O:21][CH:22]=[CH:23][CH:24]=1)[CH2:10]2.[Cl-].[NH4+].CCOCC. The yield is 0.400. The catalyst is C1COCC1.N#N. The product is [N:9]12[CH2:16][CH2:15][CH:12]([CH2:13][CH2:14]1)[C@@H:11]([O:17][C:18](=[O:26])[C:19]([C:20]1[O:21][CH:22]=[CH:23][CH:24]=1)([OH:25])[C:1]1[CH:6]=[CH:5][CH:4]=[CH:3][CH:2]=1)[CH2:10]2. (2) The reactants are [OH-].[Na+].[CH3:3][O:4][C:5]1[C:14]([N+:15]([O-:17])=[O:16])=[CH:13][C:8]([C:9]([O:11]C)=[O:10])=[CH:7][N:6]=1. The catalyst is CO. The product is [CH3:3][O:4][C:5]1[C:14]([N+:15]([O-:17])=[O:16])=[CH:13][C:8]([C:9]([OH:11])=[O:10])=[CH:7][N:6]=1. The yield is 0.860. (3) The reactants are [I:1][C:2]1[CH:3]=[C:4]([N:8]2[C:16]3[C:11](=[CH:12][CH:13]=[CH:14][CH:15]=3)[C:10]([C:17]([O:19]C)=O)=[N:9]2)[CH:5]=[CH:6][CH:7]=1.[NH3:21]. The catalyst is CO. The product is [I:1][C:2]1[CH:3]=[C:4]([N:8]2[C:16]3[C:11](=[CH:12][CH:13]=[CH:14][CH:15]=3)[C:10]([C:17]([NH2:21])=[O:19])=[N:9]2)[CH:5]=[CH:6][CH:7]=1. The yield is 0.890. (4) The reactants are Br[C:2]1[C:3]2[C:4]3[CH:17]=[CH:16][S:15][C:5]=3[C:6](=[O:14])[NH:7][C:8]=2[CH:9]=[CH:10][C:11]=1[O:12][CH3:13].[Cl:18][C:19]1[CH:24]=[C:23](B2OC(C)(C)C(C)(C)O2)[CH:22]=[CH:21][C:20]=1[CH:34]([CH3:44])[CH2:35][NH:36][C:37](=[O:43])[O:38][C:39]([CH3:42])([CH3:41])[CH3:40]. No catalyst specified. The product is [Cl:18][C:19]1[CH:24]=[C:23]([C:2]2[C:3]3[C:4]4[CH:17]=[CH:16][S:15][C:5]=4[C:6](=[O:14])[NH:7][C:8]=3[CH:9]=[CH:10][C:11]=2[O:12][CH3:13])[CH:22]=[CH:21][C:20]=1[CH:34]([CH3:44])[CH2:35][NH:36][C:37](=[O:43])[O:38][C:39]([CH3:41])([CH3:40])[CH3:42]. The yield is 0.560. (5) The reactants are [F:1][C:2]1[CH:7]=[CH:6][C:5]([C@@H:8]2[O:13][CH2:12][CH2:11][N:10](CC3C=CC=CC=3)[CH2:9]2)=[CH:4][CH:3]=1.[H][H]. The catalyst is C(O)C.[Pd]. The product is [F:1][C:2]1[CH:3]=[CH:4][C:5]([C@@H:8]2[O:13][CH2:12][CH2:11][NH:10][CH2:9]2)=[CH:6][CH:7]=1. The yield is 0.940.